This data is from Catalyst prediction with 721,799 reactions and 888 catalyst types from USPTO. The task is: Predict which catalyst facilitates the given reaction. (1) Reactant: [CH2:1]([CH:3]1[N:12]2[C:7](=[CH:8][C:9](=[O:18])[C:10]([C:13]([O:15][CH2:16][CH3:17])=[O:14])=[CH:11]2)[C:6]2[CH:19]=[C:20]([O:24][CH3:25])[C:21]([OH:23])=[CH:22][C:5]=2[CH2:4]1)[CH3:2].Br[CH2:27][CH:28]1[CH2:30][CH2:29]1.C([O-])([O-])=O.[K+].[K+]. Product: [CH:28]1([CH2:27][O:23][C:21]2[C:20]([O:24][CH3:25])=[CH:19][C:6]3[C:7]4[N:12]([CH:3]([CH2:1][CH3:2])[CH2:4][C:5]=3[CH:22]=2)[CH:11]=[C:10]([C:13]([O:15][CH2:16][CH3:17])=[O:14])[C:9](=[O:18])[CH:8]=4)[CH2:30][CH2:29]1. The catalyst class is: 3. (2) Reactant: [F:1][C@@H:2]1[C@@H:7](OS(C)(=O)=O)[CH2:6][CH2:5][N:4]([C:13]([O:15][C:16]([CH3:19])([CH3:18])[CH3:17])=[O:14])[CH2:3]1.[CH:20]1([O:24][C:25]2[C:34]([C:35]3[CH:36]=[N:37][NH:38][CH:39]=3)=[CH:33][CH:32]=[C:31]3[C:26]=2[CH2:27][CH2:28][C@H:29]([CH3:44])[N:30]3[C:40]([O:42][CH3:43])=[O:41])[CH2:23][CH2:22][CH2:21]1.C(=O)([O-])[O-].[Cs+].[Cs+]. Product: [C:16]([O:15][C:13]([N:4]1[CH2:5][CH2:6][C@@H:7]([N:37]2[CH:36]=[C:35]([C:34]3[C:25]([O:24][CH:20]4[CH2:21][CH2:22][CH2:23]4)=[C:26]4[C:31](=[CH:32][CH:33]=3)[N:30]([C:40]([O:42][CH3:43])=[O:41])[C@@H:29]([CH3:44])[CH2:28][CH2:27]4)[CH:39]=[N:38]2)[C@@H:2]([F:1])[CH2:3]1)=[O:14])([CH3:19])([CH3:18])[CH3:17]. The catalyst class is: 18.